From a dataset of Peptide-MHC class II binding affinity with 134,281 pairs from IEDB. Regression. Given a peptide amino acid sequence and an MHC pseudo amino acid sequence, predict their binding affinity value. This is MHC class II binding data. The peptide sequence is TIKQKKPDFILATDI. The binding affinity (normalized) is 0. The MHC is HLA-DQA10201-DQB10301 with pseudo-sequence HLA-DQA10201-DQB10301.